Dataset: NCI-60 drug combinations with 297,098 pairs across 59 cell lines. Task: Regression. Given two drug SMILES strings and cell line genomic features, predict the synergy score measuring deviation from expected non-interaction effect. (1) Drug 1: CC1CCC2CC(C(=CC=CC=CC(CC(C(=O)C(C(C(=CC(C(=O)CC(OC(=O)C3CCCCN3C(=O)C(=O)C1(O2)O)C(C)CC4CCC(C(C4)OC)OCCO)C)C)O)OC)C)C)C)OC. Drug 2: CN(CCCl)CCCl.Cl. Cell line: EKVX. Synergy scores: CSS=2.97, Synergy_ZIP=-3.31, Synergy_Bliss=0.361, Synergy_Loewe=-7.00, Synergy_HSA=-2.25. (2) Drug 1: CCCS(=O)(=O)NC1=C(C(=C(C=C1)F)C(=O)C2=CNC3=C2C=C(C=N3)C4=CC=C(C=C4)Cl)F. Drug 2: CC1CCCC2(C(O2)CC(NC(=O)CC(C(C(=O)C(C1O)C)(C)C)O)C(=CC3=CSC(=N3)C)C)C. Cell line: UACC-257. Synergy scores: CSS=45.0, Synergy_ZIP=6.43, Synergy_Bliss=6.67, Synergy_Loewe=6.31, Synergy_HSA=6.33. (3) Drug 1: C1CCC(CC1)NC(=O)N(CCCl)N=O. Drug 2: CC1=CC=C(C=C1)C2=CC(=NN2C3=CC=C(C=C3)S(=O)(=O)N)C(F)(F)F. Cell line: SN12C. Synergy scores: CSS=25.8, Synergy_ZIP=-1.15, Synergy_Bliss=6.14, Synergy_Loewe=5.82, Synergy_HSA=5.83. (4) Drug 1: C1CCC(C(C1)N)N.C(=O)(C(=O)[O-])[O-].[Pt+4]. Drug 2: C(CN)CNCCSP(=O)(O)O. Cell line: NCI-H226. Synergy scores: CSS=9.82, Synergy_ZIP=-3.16, Synergy_Bliss=-1.62, Synergy_Loewe=-7.28, Synergy_HSA=-0.709. (5) Drug 1: C1CN1P(=S)(N2CC2)N3CC3. Drug 2: C1=NC2=C(N1)C(=S)N=CN2. Cell line: NCI-H322M. Synergy scores: CSS=43.0, Synergy_ZIP=-0.466, Synergy_Bliss=1.08, Synergy_Loewe=-35.0, Synergy_HSA=0.938. (6) Drug 1: CN1CCC(CC1)COC2=C(C=C3C(=C2)N=CN=C3NC4=C(C=C(C=C4)Br)F)OC. Drug 2: C1CN(CCN1C(=O)CCBr)C(=O)CCBr. Cell line: SF-295. Synergy scores: CSS=7.55, Synergy_ZIP=-4.83, Synergy_Bliss=-1.08, Synergy_Loewe=-0.255, Synergy_HSA=-0.181. (7) Drug 1: CC1=C(C=C(C=C1)NC2=NC=CC(=N2)N(C)C3=CC4=NN(C(=C4C=C3)C)C)S(=O)(=O)N.Cl. Drug 2: CS(=O)(=O)CCNCC1=CC=C(O1)C2=CC3=C(C=C2)N=CN=C3NC4=CC(=C(C=C4)OCC5=CC(=CC=C5)F)Cl. Cell line: 786-0. Synergy scores: CSS=2.59, Synergy_ZIP=2.40, Synergy_Bliss=3.87, Synergy_Loewe=2.06, Synergy_HSA=2.81.